From a dataset of Catalyst prediction with 721,799 reactions and 888 catalyst types from USPTO. Predict which catalyst facilitates the given reaction. Reactant: [F:1][C:2]1[C:7]([S:8]([CH3:11])(=[O:10])=[O:9])=[CH:6][CH:5]=[CH:4][C:3]=1[CH:12]1[CH2:17][CH2:16][NH:15][CH2:14][CH2:13]1.C(=O)([O-])[O-].[K+].[K+].I[CH2:25][CH3:26]. Product: [CH2:25]([N:15]1[CH2:16][CH2:17][CH:12]([C:3]2[CH:4]=[CH:5][CH:6]=[C:7]([S:8]([CH3:11])(=[O:10])=[O:9])[C:2]=2[F:1])[CH2:13][CH2:14]1)[CH3:26]. The catalyst class is: 10.